This data is from Catalyst prediction with 721,799 reactions and 888 catalyst types from USPTO. The task is: Predict which catalyst facilitates the given reaction. (1) Reactant: [Cl:1][C:2]1[C:10](B2OC(C)(C)C(C)(C)O2)=[CH:9][CH:8]=[C:7]2[C:3]=1[CH2:4][C:5](=[O:21])[N:6]2[CH3:20].[NH2:22][C:23]1[CH:24]=[N:25][CH:26]=[C:27](Br)[CH:28]=1.P([O-])([O-])([O-])=O.[K+].[K+].[K+].CN(C=O)C. Product: [NH2:22][C:23]1[CH:28]=[C:27]([C:10]2[C:2]([Cl:1])=[C:3]3[C:7](=[CH:8][CH:9]=2)[N:6]([CH3:20])[C:5](=[O:21])[CH2:4]3)[CH:26]=[N:25][CH:24]=1. The catalyst class is: 668. (2) Product: [O:19]=[C:18]1[C:17]2([CH2:20][CH2:21][NH:22][CH2:23][CH2:24]2)[N:16]([C:35]2[CH:36]=[CH:37][CH:38]=[CH:39][CH:40]=2)[CH2:15][N:14]1[C:9]1[CH:10]=[CH:11][CH:12]=[CH:13][C:8]=1[C:6]([O:5][C:1]([CH3:2])([CH3:3])[CH3:4])=[O:7]. Reactant: [C:1]([O:5][C:6]([C:8]1[CH:13]=[CH:12][CH:11]=[CH:10][C:9]=1[N:14]1[C:18](=[O:19])[C:17]2([CH2:24][CH2:23][N:22](C(OCC3C=CC=CC=3)=O)[CH2:21][CH2:20]2)[N:16]([C:35]2[CH:40]=[CH:39][CH:38]=[CH:37][CH:36]=2)[CH2:15]1)=[O:7])([CH3:4])([CH3:3])[CH3:2]. The catalyst class is: 604. (3) Reactant: [C:1]([C:5]1[CH:6]=[CH:7][C:8]2[S:12][C:11](S)=[N:10][C:9]=2[CH:14]=1)([CH3:4])([CH3:3])[CH3:2]. Product: [C:1]([C:5]1[CH:6]=[CH:7][C:8]2[S:12][CH:11]=[N:10][C:9]=2[CH:14]=1)([CH3:4])([CH3:2])[CH3:3]. The catalyst class is: 180.